Dataset: Reaction yield outcomes from USPTO patents with 853,638 reactions. Task: Predict the reaction yield, written as a fraction of the theoretical maximum amount of product (1.0 means a 100% yield; for example, 0.34 means a 34% yield). (1) The reactants are Br[C:2]1[CH:11]=[C:10]2[C:5]([C:6]([C:14]3[CH:19]=[CH:18][C:17]([CH3:20])=[CH:16][CH:15]=3)=[CH:7][CH2:8][C:9]2([CH3:13])[CH3:12])=[CH:4][CH:3]=1.C([Sn](CCCC)(CCCC)[C:26]([O:28]CC)=[CH2:27])CCC.Cl.C(OCC)(=O)C. The catalyst is C1COCC1.Cl[Pd](Cl)([P](C1C=CC=CC=1)(C1C=CC=CC=1)C1C=CC=CC=1)[P](C1C=CC=CC=1)(C1C=CC=CC=1)C1C=CC=CC=1. The product is [CH3:12][C:9]1([CH3:13])[C:10]2[CH:11]=[C:2]([C:26](=[O:28])[CH3:27])[CH:3]=[CH:4][C:5]=2[C:6]([C:14]2[CH:19]=[CH:18][C:17]([CH3:20])=[CH:16][CH:15]=2)=[CH:7][CH2:8]1. The yield is 0.950. (2) The reactants are Cl.[CH3:2][C:3]1[C:7]([C:8]2[CH:9]=[C:10]3[N:19]([CH3:20])[CH:18]=[CH:17][C:11]3=[N:12][C:13]=2[C@@H:14]([NH2:16])[CH3:15])=[C:6]([CH3:21])[NH:5][N:4]=1.[NH2:22][C:23]1[N:28]=[C:27]([NH2:29])[C:26]([C:30]#[N:31])=[C:25](Cl)[N:24]=1.C(N(C(C)C)C(C)C)C. The catalyst is C(#N)C. The product is [NH2:22][C:23]1[N:28]=[C:27]([NH2:29])[C:26]([C:30]#[N:31])=[C:25]([NH:16][C@H:14]([C:13]2[N:12]=[C:11]3[CH:17]=[CH:18][N:19]([CH3:20])[C:10]3=[CH:9][C:8]=2[C:7]2[C:6]([CH3:21])=[N:5][NH:4][C:3]=2[CH3:2])[CH3:15])[N:24]=1. The yield is 0.550.